From a dataset of Full USPTO retrosynthesis dataset with 1.9M reactions from patents (1976-2016). Predict the reactants needed to synthesize the given product. (1) Given the product [F:1][C:2]1[CH:7]=[CH:6][C:5]([C:8]2[N:9]=[C:10]([C:19]3[CH:24]=[CH:23][C:22]([S:25]([CH3:26])=[O:28])=[CH:21][CH:20]=3)[NH:11][C:12]=2[C:13]2[CH:14]=[CH:15][N:16]=[CH:17][CH:18]=2)=[CH:4][CH:3]=1, predict the reactants needed to synthesize it. The reactants are: [F:1][C:2]1[CH:7]=[CH:6][C:5]([C:8]2[N:9]=[C:10]([C:19]3[CH:24]=[CH:23][C:22]([S:25][CH3:26])=[CH:21][CH:20]=3)[NH:11][C:12]=2[C:13]2[CH:18]=[CH:17][N:16]=[CH:15][CH:14]=2)=[CH:4][CH:3]=1.[NH4+].[OH-:28]. (2) Given the product [C:12]1([C:3]([C:6]2[CH:7]=[CH:8][CH:9]=[CH:10][CH:11]=2)([C:2]#[CH:18])[C:4]#[N:5])[CH:13]=[CH:14][CH:15]=[CH:16][CH:17]=1, predict the reactants needed to synthesize it. The reactants are: Br[CH:2]([CH2:18]Br)[C:3]([C:12]1[CH:17]=[CH:16][CH:15]=[CH:14][CH:13]=1)([C:6]1[CH:11]=[CH:10][CH:9]=[CH:8][CH:7]=1)[C:4]#[N:5].C(O[K])(C)(C)C.CCOCC.[NH4+].[Cl-]. (3) Given the product [C:73]([CH:50]([NH2:49])[CH2:51][O:52][CH:53]([CH2:57][C:58]1[CH:59]=[CH:60][C:61]([Cl:64])=[CH:62][CH:63]=1)[C:54]([N:29]1[CH2:30][CH2:31][N:26]([C:32]2[C:41]3[C:36](=[CH:37][CH:38]=[CH:39][CH:40]=3)[N:35]=[CH:34][N:33]=2)[CH2:27][CH2:28]1)=[O:56])([O:75][C:76]([CH3:79])([CH3:78])[CH3:77])=[O:74], predict the reactants needed to synthesize it. The reactants are: C1N=CN(C(N2C=NC=C2)=O)C=1.C1C=C2N=NN(O)C2=CC=1.O.Cl.Cl.[N:26]1([C:32]2[C:41]3[C:36](=[CH:37][CH:38]=[CH:39][CH:40]=3)[N:35]=[CH:34][N:33]=2)[CH2:31][CH2:30][NH:29][CH2:28][CH2:27]1.C(OC([NH:49][CH2:50][CH2:51][O:52][CH:53]([CH2:57][C:58]1[CH:63]=[CH:62][C:61]([Cl:64])=[CH:60][CH:59]=1)[C:54]([OH:56])=O)=O)(C)(C)C.C(OC(=O)COCC(N)[C:73]([O:75][C:76]([CH3:79])([CH3:78])[CH3:77])=[O:74])C.ClC1C=CC(CBr)=CC=1. (4) Given the product [Si:15]([O:22][C@@H:23](/[CH:24]=[CH:34]/[CH2:13][CH2:12][CH2:10][CH3:11])[C@@H:25]([OH:32])[CH3:26])([C:18]([CH3:19])([CH3:20])[CH3:21])([CH3:16])[CH3:17].[Si:15]([O:22][C@H:23]([C@@H:25]([OH:32])/[CH:26]=[CH:27]/[CH2:28][CH2:29][CH2:30][CH3:31])[CH3:24])([C:18]([CH3:19])([CH3:21])[CH3:20])([CH3:17])[CH3:16], predict the reactants needed to synthesize it. The reactants are: [CH:10]([BH-]([CH:10]([CH2:12][CH3:13])[CH3:11])[CH:10]([CH2:12][CH3:13])[CH3:11])([CH2:12][CH3:13])[CH3:11].[Li+].[Si:15]([O:22][C@H:23]([C:25](=[O:32])/[CH:26]=[CH:27]/[CH2:28][CH2:29][CH2:30][CH3:31])[CH3:24])([C:18]([CH3:21])([CH3:20])[CH3:19])([CH3:17])[CH3:16].O1CCC[CH2:34]1.